From a dataset of Peptide-MHC class I binding affinity with 185,985 pairs from IEDB/IMGT. Regression. Given a peptide amino acid sequence and an MHC pseudo amino acid sequence, predict their binding affinity value. This is MHC class I binding data. (1) The peptide sequence is VTESFDAW. The MHC is Mamu-B52 with pseudo-sequence Mamu-B52. The binding affinity (normalized) is 0.339. (2) The MHC is HLA-A24:03 with pseudo-sequence HLA-A24:03. The peptide sequence is MAGCGYLMF. The binding affinity (normalized) is 0.763. (3) The peptide sequence is EADVRALGG. The MHC is HLA-A01:01 with pseudo-sequence HLA-A01:01. The binding affinity (normalized) is 0. (4) The binding affinity (normalized) is 0.746. The peptide sequence is TMLSIILVI. The MHC is HLA-A32:01 with pseudo-sequence HLA-A32:01. (5) The peptide sequence is ADYSVLYNST. The MHC is HLA-B45:01 with pseudo-sequence HLA-B45:01. The binding affinity (normalized) is 0.386. (6) The binding affinity (normalized) is 0.898. The peptide sequence is LMQCWQLLA. The MHC is HLA-A02:12 with pseudo-sequence HLA-A02:12.